Dataset: Forward reaction prediction with 1.9M reactions from USPTO patents (1976-2016). Task: Predict the product of the given reaction. (1) Given the reactants Cl.[N+](C1C=CC(C2SC(CCN)=NC=2)=CC=1)([O-])=O.[Cl:19][C:20]1[CH:25]=[CH:24][CH:23]=[CH:22][C:21]=1[NH:26][C:27](=[O:50])[NH:28][C:29]1[CH:34]=[CH:33][C:32]([C:35]2[S:39][C:38]([CH2:40][CH2:41][NH:42]C(=O)OC(C)(C)C)=[N:37][CH:36]=2)=[CH:31][CH:30]=1.Cl, predict the reaction product. The product is: [ClH:19].[NH2:42][CH2:41][CH2:40][C:38]1[S:39][C:35]([C:32]2[CH:33]=[CH:34][C:29]([NH:28][C:27]([NH:26][C:21]3[CH:22]=[CH:23][CH:24]=[CH:25][C:20]=3[Cl:19])=[O:50])=[CH:30][CH:31]=2)=[CH:36][N:37]=1. (2) Given the reactants C([O:8][C:9]1[CH:14]=[CH:13][C:12]([C@H:15]2[CH2:20][CH2:19][N:18]([C@@H:21]3[CH2:25][CH2:24][N:23]([CH2:26][C:27]4[CH:32]=[CH:31][C:30]([CH3:33])=[CH:29][CH:28]=4)[C:22]3=[O:34])[CH2:17][CH:16]2[F:35])=[CH:11][CH:10]=1)C1C=CC=CC=1, predict the reaction product. The product is: [F:35][C@@H:16]1[C@@H:15]([C:12]2[CH:13]=[CH:14][C:9]([OH:8])=[CH:10][CH:11]=2)[CH2:20][CH2:19][N:18]([CH:21]2[CH2:25][CH2:24][N:23]([CH2:26][C:27]3[CH:28]=[CH:29][C:30]([CH3:33])=[CH:31][CH:32]=3)[C:22]2=[O:34])[CH2:17]1.